This data is from Catalyst prediction with 721,799 reactions and 888 catalyst types from USPTO. The task is: Predict which catalyst facilitates the given reaction. (1) The catalyst class is: 2. Product: [N:26]1[CH:27]=[CH:28][C:23]([C:21]2[CH2:20][C:19](=[O:35])[NH:18][C:9]3[CH:10]=[C:11]([C:14]([F:17])([F:16])[F:15])[CH:12]=[CH:13][C:8]=3[N:7]=2)=[CH:24][C:25]=1[C:29]1[CH:30]=[N:31][CH:32]=[CH:33][CH:34]=1. Reactant: C(OC(=O)[NH:7][C:8]1[CH:13]=[CH:12][C:11]([C:14]([F:17])([F:16])[F:15])=[CH:10][C:9]=1[NH:18][C:19](=[O:35])[CH2:20][C:21]([C:23]1[CH:28]=[CH:27][N:26]=[C:25]([C:29]2[CH:30]=[N:31][CH:32]=[CH:33][CH:34]=2)[CH:24]=1)=O)(C)(C)C.C(O)(C(F)(F)F)=O. (2) Reactant: [CH2:1]([N:3]([CH2:11][C:12]1[CH:13]=[N:14][CH:15]=[C:16]([C:19]2[CH:20]=[C:21]3[C:25](=[CH:26][CH:27]=2)[N:24]([CH:28]2[CH2:33][CH2:32][CH2:31][CH2:30][O:29]2)[N:23]=[C:22]3[C:34]2[NH:35][C:36]([C:39]([NH:41][CH2:42][C:43]3C=NC=CC=3)=[O:40])=[CH:37][N:38]=2)[C:17]=1[CH3:18])[C:4](=[O:10])[O:5][C:6]([CH3:9])([CH3:8])[CH3:7])[CH3:2].C(OC(N(CC1C(C)=C(C2C=C3C(=CC=2)N(C2CCCCO2)N=C3C2NC(C(O)=O)=CN=2)C=NC=1)CC)=O)(C)(C)C.C(N(C(C)C)CC)(C)C.C(N)C.C1COCC1.CN(C(ON1N=NC2C=CC=NC1=2)=[N+](C)C)C.F[P-](F)(F)(F)(F)F. Product: [CH2:1]([N:3]([CH2:11][C:12]1[CH:13]=[N:14][CH:15]=[C:16]([C:19]2[CH:20]=[C:21]3[C:25](=[CH:26][CH:27]=2)[N:24]([CH:28]2[CH2:33][CH2:32][CH2:31][CH2:30][O:29]2)[N:23]=[C:22]3[C:34]2[NH:35][C:36]([C:39]([NH:41][CH2:42][CH3:43])=[O:40])=[CH:37][N:38]=2)[C:17]=1[CH3:18])[C:4](=[O:10])[O:5][C:6]([CH3:9])([CH3:8])[CH3:7])[CH3:2]. The catalyst class is: 2. (3) Reactant: [NH:1]1[CH2:6][CH2:5][CH:4]([C:7]#[N:8])[CH2:3][CH2:2]1.Cl[C:10]1[CH:15]=[CH:14][C:13]([N+:16]([O-:18])=[O:17])=[CH:12][N:11]=1.C(=O)([O-])[O-].[K+].[K+]. Product: [N+:16]([C:13]1[CH:14]=[CH:15][C:10]([N:1]2[CH2:6][CH2:5][CH:4]([C:7]#[N:8])[CH2:3][CH2:2]2)=[N:11][CH:12]=1)([O-:18])=[O:17]. The catalyst class is: 10. (4) Reactant: [N+:1]([C:4]1[CH:9]=[CH:8][C:7]([O:10]N)=[CH:6][CH:5]=1)([O-:3])=[O:2].[CH3:12][O:13][C:14]1[CH:19]=[CH:18][C:17]([C:20](=[O:28])[CH2:21][C:22](=O)[CH2:23][CH2:24][CH2:25][CH3:26])=[CH:16][CH:15]=1. Product: [CH2:23]([C:22]1[O:10][C:7]2[CH:8]=[CH:9][C:4]([N+:1]([O-:3])=[O:2])=[CH:5][C:6]=2[C:21]=1[C:20](=[O:28])[C:17]1[CH:18]=[CH:19][C:14]([O:13][CH3:12])=[CH:15][CH:16]=1)[CH2:24][CH2:25][CH3:26]. The catalyst class is: 15. (5) Reactant: C[O:2][C:3](=[O:38])[C:4]1[CH:9]=[CH:8][CH:7]=[C:6]([NH:10][CH2:11][C:12](=[O:37])[CH2:13][CH2:14][N:15]2[CH2:20][CH2:19][CH:18]([O:21][C:22](=[O:36])[NH:23][C:24]3[CH:29]=[CH:28][CH:27]=[CH:26][C:25]=3[C:30]3[CH:35]=[CH:34][CH:33]=[CH:32][CH:31]=3)[CH2:17][CH2:16]2)[CH:5]=1.[OH-].[Li+].C(#N)C.Cl. Product: [C:25]1([C:30]2[CH:35]=[CH:34][CH:33]=[CH:32][CH:31]=2)[CH:26]=[CH:27][CH:28]=[CH:29][C:24]=1[NH:23][C:22]([O:21][CH:18]1[CH2:17][CH2:16][N:15]([CH2:14][CH2:13][C:12]([CH2:11][NH:10][C:6]2[CH:5]=[C:4]([CH:9]=[CH:8][CH:7]=2)[C:3]([OH:38])=[O:2])=[O:37])[CH2:20][CH2:19]1)=[O:36]. The catalyst class is: 6. (6) Reactant: C1(P(C2CCCCC2)C2C=CC=CC=2C2C(C(C)C)=CC(C(C)C)=CC=2C(C)C)CCCCC1.[O:35]1[CH2:40][CH2:39][N:38]([C:41]2[C:46]([NH2:47])=[CH:45][C:44]([N:48]3[CH2:53][CH2:52][O:51][CH2:50][CH2:49]3)=[CH:43][N:42]=2)[CH2:37][CH2:36]1.Cl[C:55]1[C:64]2[C:59](=[CH:60][C:61]([F:66])=[CH:62][C:63]=2[F:65])[N:58]=[C:57]([C:67]2[CH:68]=[CH:69][C:70]([N:73]3[CH2:78][CH2:77][O:76][CH2:75][CH2:74]3)=[N:71][CH:72]=2)[C:56]=1[CH3:79].CC(C)([O-])C.[Na+]. Product: [O:35]1[CH2:40][CH2:39][N:38]([C:41]2[C:46]([NH:47][C:55]3[C:64]4[C:59](=[CH:60][C:61]([F:66])=[CH:62][C:63]=4[F:65])[N:58]=[C:57]([C:67]4[CH:72]=[N:71][C:70]([N:73]5[CH2:74][CH2:75][O:76][CH2:77][CH2:78]5)=[CH:69][CH:68]=4)[C:56]=3[CH3:79])=[CH:45][C:44]([N:48]3[CH2:49][CH2:50][O:51][CH2:52][CH2:53]3)=[CH:43][N:42]=2)[CH2:37][CH2:36]1. The catalyst class is: 101. (7) Reactant: [NH2:1][C:2]1[C:7]([NH:8][C:9](=[O:13])[O:10][CH2:11][CH3:12])=[C:6]([NH2:14])[N:5]=[C:4]([C:15]2[C:23]3[C:18](=[N:19][CH:20]=[CH:21][CH:22]=3)[N:17]([CH2:24][C:25]3[CH:30]=[CH:29][CH:28]=[CH:27][C:26]=3[F:31])[N:16]=2)[N:3]=1.[CH3:32]N(C=O)C.[H-].[Na+].IC. Product: [NH2:1][C:2]1[C:7]([N:8]([CH3:32])[C:9](=[O:13])[O:10][CH2:11][CH3:12])=[C:6]([NH2:14])[N:5]=[C:4]([C:15]2[C:23]3[C:18](=[N:19][CH:20]=[CH:21][CH:22]=3)[N:17]([CH2:24][C:25]3[CH:30]=[CH:29][CH:28]=[CH:27][C:26]=3[F:31])[N:16]=2)[N:3]=1. The catalyst class is: 6. (8) Reactant: C[O:2][C:3](=[O:31])[CH2:4][O:5][C:6]1[CH:15]=[CH:14][C:13]([Cl:16])=[C:12]2[C:7]=1[C:8]([CH3:30])=[C:9]([CH2:18][C:19]1[CH:24]=[CH:23][C:22]([S:25]([CH3:28])(=[O:27])=[O:26])=[CH:21][C:20]=1[Cl:29])[C:10]([CH3:17])=[N:11]2.[OH-].[Na+]. Product: [Cl:16][C:13]1[CH:14]=[CH:15][C:6]([O:5][CH2:4][C:3]([OH:31])=[O:2])=[C:7]2[C:12]=1[N:11]=[C:10]([CH3:17])[C:9]([CH2:18][C:19]1[CH:24]=[CH:23][C:22]([S:25]([CH3:28])(=[O:27])=[O:26])=[CH:21][C:20]=1[Cl:29])=[C:8]2[CH3:30]. The catalyst class is: 5. (9) Reactant: [Br:1][C:2]1[CH:7]=[C:6]([CH:8]=[O:9])[CH:5]=[CH:4][N:3]=1.[BH4-].[Na+].[NH4+].[Cl-]. Product: [Br:1][C:2]1[CH:7]=[C:6]([CH2:8][OH:9])[CH:5]=[CH:4][N:3]=1. The catalyst class is: 5. (10) Reactant: [CH3:1][N:2]([CH3:27])[CH2:3][CH2:4][CH2:5][N:6]([C:14]1[CH:19]=[C:18]([C:20]([F:23])([F:22])[F:21])[CH:17]=[C:16]([N+:24]([O-])=O)[CH:15]=1)[C:7](=[O:13])[O:8][C:9]([CH3:12])([CH3:11])[CH3:10]. Product: [NH2:24][C:16]1[CH:15]=[C:14]([N:6]([CH2:5][CH2:4][CH2:3][N:2]([CH3:27])[CH3:1])[C:7](=[O:13])[O:8][C:9]([CH3:10])([CH3:11])[CH3:12])[CH:19]=[C:18]([C:20]([F:23])([F:22])[F:21])[CH:17]=1. The catalyst class is: 19.